From a dataset of Full USPTO retrosynthesis dataset with 1.9M reactions from patents (1976-2016). Predict the reactants needed to synthesize the given product. (1) Given the product [CH:17]([Si:4]([CH:1]([CH3:3])[CH3:2])([CH:20]([CH3:22])[CH3:21])[O:5][CH2:6][CH2:7][C:8]1[S:12][CH:11]=[N:10][C:9]=1[CH2:13][OH:14])([CH3:18])[CH3:19], predict the reactants needed to synthesize it. The reactants are: [CH:1]([Si:4]([CH:20]([CH3:22])[CH3:21])([CH:17]([CH3:19])[CH3:18])[O:5][CH2:6][CH2:7][C:8]1[S:12][CH:11]=[N:10][C:9]=1[C:13](OC)=[O:14])([CH3:3])[CH3:2].C1COCC1.[AlH4-].[Li+].O. (2) Given the product [Si:10]([O:9][CH2:8][CH2:7][O:6][CH2:5][C:4]1[CH:3]=[C:2]([CH:19]=[CH:18][CH:17]=1)[CH:32]=[O:33])([C:13]([CH3:16])([CH3:15])[CH3:14])([CH3:12])[CH3:11], predict the reactants needed to synthesize it. The reactants are: Br[C:2]1[CH:3]=[C:4]([CH:17]=[CH:18][CH:19]=1)[CH2:5][O:6][CH2:7][CH2:8][O:9][Si:10]([C:13]([CH3:16])([CH3:15])[CH3:14])([CH3:12])[CH3:11].C([Mg]Cl)(C)C.C([Li])CCC.N1(C=O)CC[O:33][CH2:32]C1. (3) The reactants are: [O:1]1[C:5]2[CH:6]=[CH:7][CH:8]=[CH:9][C:4]=2[O:3][CH2:2]1.[Br:10]NC(=O)CCC(N)=O. Given the product [Br:10][C:8]1[CH:7]=[CH:6][C:5]2[O:1][CH2:2][O:3][C:4]=2[CH:9]=1, predict the reactants needed to synthesize it. (4) Given the product [F:32][C:2]([F:1])([F:31])[C:3]1[CH:4]=[C:5]([CH:24]=[C:25]([C:27]([F:28])([F:29])[F:30])[CH:26]=1)[CH2:6][N:8]1[CH2:13][CH2:12][CH2:11][CH:10]([CH2:14][NH:16][C:17]2[CH:18]=[CH:19][C:20]([Cl:23])=[CH:21][CH:22]=2)[CH2:9]1, predict the reactants needed to synthesize it. The reactants are: [F:1][C:2]([F:32])([F:31])[C:3]1[CH:4]=[C:5]([CH:24]=[C:25]([C:27]([F:30])([F:29])[F:28])[CH:26]=1)[C:6]([N:8]1[CH2:13][CH2:12][CH2:11][CH:10]([C:14]([NH:16][C:17]2[CH:22]=[CH:21][C:20]([Cl:23])=[CH:19][CH:18]=2)=O)[CH2:9]1)=O.[H-].[Al+3].[Li+].[H-].[H-].[H-].O.[OH-].[Na+]. (5) Given the product [CH3:32][O:33][C:34]1[CH:39]=[CH:38][C:37]([C:2]2[CH:22]=[CH:21][C:5]3[N:6]([CH3:20])[C:7](=[O:19])[CH2:8][N:9]=[C:10]([C:11]4[CH:12]=[C:13]([CH:16]=[CH:17][CH:18]=4)[C:14]#[N:15])[C:4]=3[CH:3]=2)=[CH:36][CH:35]=1, predict the reactants needed to synthesize it. The reactants are: Br[C:2]1[CH:22]=[CH:21][C:5]2[N:6]([CH3:20])[C:7](=[O:19])[CH2:8][N:9]=[C:10]([C:11]3[CH:12]=[C:13]([CH:16]=[CH:17][CH:18]=3)[C:14]#[N:15])[C:4]=2[CH:3]=1.C1(B(O)O)C=CC=CC=1.[CH3:32][O:33][C:34]1[CH:39]=[CH:38][C:37](B(O)O)=[CH:36][CH:35]=1. (6) Given the product [CH3:34][N:30]1[CH:31]=[CH:32][N:33]=[C:29]1[C@H:24]([C:21]1[CH:22]=[CH:23][C:18]([O:17][CH2:16][C:3]2[C:2]([CH3:49])=[CH:11][C:10]3[C:9]([CH3:12])([CH3:13])[CH2:8][CH2:7][C:6]([CH3:15])([CH3:14])[C:5]=3[CH:4]=2)=[CH:19][CH:20]=1)[CH2:25][C:26]([O:28][CH2:35][CH3:36])=[O:27], predict the reactants needed to synthesize it. The reactants are: Br[C:2]1[C:3]([CH2:16][O:17][C:18]2[CH:23]=[CH:22][C:21]([C@@H:24]([C:29]3[N:30]([CH3:34])[CH:31]=[CH:32][N:33]=3)[CH2:25][C:26]([OH:28])=[O:27])=[CH:20][CH:19]=2)=[CH:4][C:5]2[C:6]([CH3:15])([CH3:14])[CH2:7][CH2:8][C:9]([CH3:13])([CH3:12])[C:10]=2[CH:11]=1.[CH:35]1(B(O)O)C[CH2:36]1.[O-]P([O-])([O-])=O.[K+].[K+].[K+].[CH3:49]OC1C=CC=C(OC)C=1C1C=CC=CC=1P(C1CCCCC1)C1CCCCC1. (7) Given the product [C:41]([O:45][C:46](=[O:47])[NH:25][C@H:28]([C:32]1[CH:37]=[C:36]([F:38])[C:35]([F:39])=[C:34]([F:40])[CH:33]=1)[C@@H:29]([OH:31])[CH3:30])([CH3:44])([CH3:43])[CH3:42], predict the reactants needed to synthesize it. The reactants are: C1(P(C2C=CC=CC=2)C2C=CC=CC=2)C=CC=CC=1.C1COCC1.[N:25]([C@H:28]([C:32]1[CH:37]=[C:36]([F:38])[C:35]([F:39])=[C:34]([F:40])[CH:33]=1)[C@@H:29]([OH:31])[CH3:30])=[N+]=[N-].[C:41]([O:45][C:46](=O)[O:47]C(C)(C)C)([CH3:44])([CH3:43])[CH3:42].